This data is from Merck oncology drug combination screen with 23,052 pairs across 39 cell lines. The task is: Regression. Given two drug SMILES strings and cell line genomic features, predict the synergy score measuring deviation from expected non-interaction effect. (1) Synergy scores: synergy=24.5. Cell line: KPL1. Drug 2: C=CCn1c(=O)c2cnc(Nc3ccc(N4CCN(C)CC4)cc3)nc2n1-c1cccc(C(C)(C)O)n1. Drug 1: COc1cc(C2c3cc4c(cc3C(OC3OC5COC(C)OC5C(O)C3O)C3COC(=O)C23)OCO4)cc(OC)c1O. (2) Drug 2: CCc1cnn2c(NCc3ccc[n+]([O-])c3)cc(N3CCCCC3CCO)nc12. Synergy scores: synergy=-5.29. Cell line: UWB1289. Drug 1: CN1C(=O)C=CC2(C)C3CCC4(C)C(NC(=O)OCC(F)(F)F)CCC4C3CCC12. (3) Drug 1: CCC1(O)CC2CN(CCc3c([nH]c4ccccc34)C(C(=O)OC)(c3cc4c(cc3OC)N(C)C3C(O)(C(=O)OC)C(OC(C)=O)C5(CC)C=CCN6CCC43C65)C2)C1. Drug 2: O=C(O)C1(Cc2cccc(Nc3nccs3)n2)CCC(Oc2cccc(Cl)c2F)CC1. Cell line: HCT116. Synergy scores: synergy=21.8. (4) Drug 1: CN1C(=O)C=CC2(C)C3CCC4(C)C(NC(=O)OCC(F)(F)F)CCC4C3CCC12. Drug 2: CCC1=CC2CN(C1)Cc1c([nH]c3ccccc13)C(C(=O)OC)(c1cc3c(cc1OC)N(C)C1C(O)(C(=O)OC)C(OC(C)=O)C4(CC)C=CCN5CCC31C54)C2. Cell line: SW620. Synergy scores: synergy=-2.56. (5) Drug 1: Cn1nnc2c(C(N)=O)ncn2c1=O. Drug 2: NC(=O)c1cccc2cn(-c3ccc(C4CCCNC4)cc3)nc12. Cell line: NCIH2122. Synergy scores: synergy=47.0.